From a dataset of HIV replication inhibition screening data with 41,000+ compounds from the AIDS Antiviral Screen. Binary Classification. Given a drug SMILES string, predict its activity (active/inactive) in a high-throughput screening assay against a specified biological target. The molecule is CC[N+]12CC[N+](CC)(CC1)C2.[O-][Cl+3]([O-])([O-])O. The result is 0 (inactive).